From a dataset of Reaction yield outcomes from USPTO patents with 853,638 reactions. Predict the reaction yield, written as a fraction of the theoretical maximum amount of product (1.0 means a 100% yield; for example, 0.34 means a 34% yield). (1) The reactants are [CH:1]([C:3]1[CH:4]=[CH:5][C:6]2[C:7]([N:12]=1)=[N:8][CH:9]=[CH:10][N:11]=2)=C.O=O.[O:15]=[O+][O-]. The catalyst is CO. The product is [N:11]1[CH:10]=[CH:9][N:8]=[C:7]2[N:12]=[C:3]([CH:1]=[O:15])[CH:4]=[CH:5][C:6]=12. The yield is 0.600. (2) The yield is 0.990. The catalyst is O. The product is [CH3:1][C:2]1[N:3]([CH2:28][C:29]([OH:31])=[O:30])[C:4]2[CH2:5][C:6]([CH3:27])([CH3:26])[CH2:7][CH2:8][C:9]=2[C:10]=1[S:11][C:12]1[CH:13]=[CH:14][C:15]([S:18]([N:21]2[CH2:22][CH2:23][CH2:24][CH2:25]2)(=[O:20])=[O:19])=[CH:16][CH:17]=1. The reactants are [CH3:1][C:2]1[N:3]([CH2:28][C:29]([O:31]CC)=[O:30])[C:4]2[CH2:5][C:6]([CH3:27])([CH3:26])[CH2:7][CH2:8][C:9]=2[C:10]=1[S:11][C:12]1[CH:17]=[CH:16][C:15]([S:18]([N:21]2[CH2:25][CH2:24][CH2:23][CH2:22]2)(=[O:20])=[O:19])=[CH:14][CH:13]=1.C1COCC1.[OH-].[Na+]. (3) The reactants are [Cl:1][C:2]1[C:3]([N:9]2[CH2:14][CH2:13][N:12]([CH2:15][CH2:16][CH2:17][N:18]3[C:26]4[CH2:25][CH2:24][N:23]([S:27]([CH3:30])(=[O:29])=[O:28])[CH2:22][C:21]=4[C:20]([C:31]4[CH:36]=[CH:35][C:34]([C:37]([F:40])([F:39])[F:38])=[CH:33][CH:32]=4)=[N:19]3)[CH2:11][CH2:10]2)=[C:4]([NH2:8])[CH:5]=[CH:6][CH:7]=1.C[Si]([N:45]=[C:46]=[O:47])(C)C.CO.[CH2:50](Cl)Cl. The catalyst is C(Cl)Cl. The product is [Cl:1][C:2]1[C:3]([N:9]2[CH2:14][CH2:13][N:12]([CH2:15][CH2:16][CH2:17][N:18]3[C:26]4[CH2:25][CH2:24][N:23]([S:27]([CH3:30])(=[O:28])=[O:29])[CH2:22][C:21]=4[C:20]([C:31]4[CH:32]=[CH:33][C:34]([C:37]([F:38])([F:39])[F:40])=[CH:35][CH:36]=4)=[N:19]3)[CH2:11][CH2:10]2)=[C:4]([NH:8][C:46]([NH:45][CH3:50])=[O:47])[CH:5]=[CH:6][CH:7]=1. The yield is 0.220. (4) The product is [C:1]([C:4]1[CH:5]=[C:6]([CH3:30])[C:7]([O:8][C:9]2[C:10]3[NH:26][CH:25]=[C:24]([Cl:38])[C:11]=3[N:12]=[C:13]([NH:15][C:16]3[CH:17]=[CH:18][C:19]([C:20]#[N:21])=[CH:22][CH:23]=3)[N:14]=2)=[C:27]([CH3:29])[CH:28]=1)(=[O:3])[CH3:2]. The yield is 0.300. The catalyst is C(Cl)Cl. The reactants are [C:1]([C:4]1[CH:28]=[C:27]([CH3:29])[C:7]([O:8][C:9]2[C:10]3[NH:26][CH:25]=[CH:24][C:11]=3[N:12]=[C:13]([NH:15][C:16]3[CH:23]=[CH:22][C:19]([C:20]#[N:21])=[CH:18][CH:17]=3)[N:14]=2)=[C:6]([CH3:30])[CH:5]=1)(=[O:3])[CH3:2].C1C(=O)N([Cl:38])C(=O)C1.